This data is from Full USPTO retrosynthesis dataset with 1.9M reactions from patents (1976-2016). The task is: Predict the reactants needed to synthesize the given product. (1) Given the product [Cl:36][C:37]1[CH:38]=[CH:39][C:40]([CH2:41][N:42]2[C:50]3[C:45](=[CH:46][CH:47]=[CH:48][CH:49]=3)[C:44]([OH:51])([C:3]3[CH:8]=[CH:7][CH:6]=[CH:5][CH:4]=3)[C:43]2=[O:52])=[CH:53][CH:54]=1, predict the reactants needed to synthesize it. The reactants are: C1O[C:8]2[C:3](=[CH:4][CH:5]=[C-:6][CH:7]=2)O1.[Mg+2].[Br-].C1([Mg]Br)C=CC=CC=1.C(N1C2C(=CC=CC=2)C(=O)C1=O)CCCC.[Cl:36][C:37]1[CH:54]=[CH:53][C:40]([CH2:41][N:42]2[C:50]3[C:45](=[CH:46][CH:47]=[CH:48][CH:49]=3)[C:44](=[O:51])[C:43]2=[O:52])=[CH:39][CH:38]=1. (2) Given the product [Cl:1][C:2]1[CH:10]=[C:9]([Cl:11])[C:8]([C:12]2[C:17]([F:18])=[CH:16][CH:15]=[CH:14][N:13]=2)=[CH:7][C:3]=1[C:4]([NH:19][C:20]1[N:24]([C:25]2[CH:30]=[CH:29][CH:28]=[CH:27][CH:26]=2)[N:23]=[C:22]([C:31]([O:33][CH2:34][CH3:35])=[O:32])[CH:21]=1)=[O:6], predict the reactants needed to synthesize it. The reactants are: [Cl:1][C:2]1[CH:10]=[C:9]([Cl:11])[C:8]([C:12]2[C:17]([F:18])=[CH:16][CH:15]=[CH:14][N:13]=2)=[CH:7][C:3]=1[C:4]([OH:6])=O.[NH2:19][C:20]1[N:24]([C:25]2[CH:30]=[CH:29][CH:28]=[CH:27][CH:26]=2)[N:23]=[C:22]([C:31]([O:33][CH2:34][CH3:35])=[O:32])[CH:21]=1.C(N(CC)C(C)C)(C)C.CC1CCCO1.CCCP(=O)=O. (3) Given the product [CH3:24][O:25][CH:26]([O:29][CH3:30])[CH2:27][NH:28][C:2]1[CH:8]([NH:9][C:10](=[O:19])[O:11][CH2:12][C:13]2[CH:18]=[CH:17][CH:16]=[CH:15][CH:14]=2)[CH2:7][CH2:6][C:5]2[CH:20]=[CH:21][CH:22]=[CH:23][C:4]=2[N:3]=1, predict the reactants needed to synthesize it. The reactants are: S=[C:2]1[CH:8]([NH:9][C:10](=[O:19])[O:11][CH2:12][C:13]2[CH:18]=[CH:17][CH:16]=[CH:15][CH:14]=2)[CH2:7][CH2:6][C:5]2[CH:20]=[CH:21][CH:22]=[CH:23][C:4]=2[NH:3]1.[CH3:24][O:25][CH:26]([O:29][CH3:30])[CH2:27][NH2:28]. (4) Given the product [Cl:1][C:2]1[C:10]([Cl:11])=[CH:9][CH:8]=[CH:7][C:3]=1[C:4]([NH:21][CH:18]1[CH2:20][CH2:19]1)=[O:6], predict the reactants needed to synthesize it. The reactants are: [Cl:1][C:2]1[C:10]([Cl:11])=[CH:9][CH:8]=[CH:7][C:3]=1[C:4]([OH:6])=O.C(Cl)(=O)C(Cl)=O.[CH:18]1([NH2:21])[CH2:20][CH2:19]1. (5) The reactants are: [N+:1]([C:4]1[CH:5]=[C:6]2[C:10](=[CH:11][CH:12]=1)[N:9]([CH2:13][C:14]1[N:19]=[C:18]([C:20]([O:22]CC)=[O:21])[CH:17]=[CH:16][CH:15]=1)[CH:8]=[CH:7]2)([O-:3])=[O:2].[OH-].[Na+].C(O)C. Given the product [N+:1]([C:4]1[CH:5]=[C:6]2[C:10](=[CH:11][CH:12]=1)[N:9]([CH2:13][C:14]1[N:19]=[C:18]([C:20]([OH:22])=[O:21])[CH:17]=[CH:16][CH:15]=1)[CH:8]=[CH:7]2)([O-:3])=[O:2], predict the reactants needed to synthesize it. (6) Given the product [CH3:1][N:2]1[CH2:3][CH2:4][N:5]([C:8]([CH2:9][C:10]2[CH:15]=[CH:14][C:13]([NH2:16])=[CH:12][CH:11]=2)=[O:19])[CH2:6][CH2:7]1, predict the reactants needed to synthesize it. The reactants are: [CH3:1][N:2]1[CH2:7][CH2:6][N:5]([C:8](=[O:19])[CH2:9][C:10]2[CH:15]=[CH:14][C:13]([N+:16]([O-])=O)=[CH:12][CH:11]=2)[CH2:4][CH2:3]1.[H][H].